This data is from Aqueous solubility values for 9,982 compounds from the AqSolDB database. The task is: Regression/Classification. Given a drug SMILES string, predict its absorption, distribution, metabolism, or excretion properties. Task type varies by dataset: regression for continuous measurements (e.g., permeability, clearance, half-life) or binary classification for categorical outcomes (e.g., BBB penetration, CYP inhibition). For this dataset (solubility_aqsoldb), we predict Y. (1) The compound is Cc1c(Nc2ccc(Br)cc2F)c(C(=O)NOCCO)cn(C)c1=O. The Y is -2.96 log mol/L. (2) The drug is CCCCOP(=O)(OCCCC)OCCCCOCC. The Y is -2.65 log mol/L.